Predict the reaction yield, written as a fraction of the theoretical maximum amount of product (1.0 means a 100% yield; for example, 0.34 means a 34% yield). From a dataset of Reaction yield outcomes from USPTO patents with 853,638 reactions. (1) The reactants are [Cl:1][C:2]1[C:3]([CH2:48][C:49]2[CH:54]=[CH:53][C:52]([CH2:55][CH3:56])=[CH:51][CH:50]=2)=[CH:4][C:5]([CH:9]2[C@H:14]([O:15][CH2:16][C:17]3[CH:22]=[CH:21][CH:20]=[CH:19][CH:18]=3)[C@@H:13]([O:23][CH2:24][C:25]3[CH:30]=[CH:29][CH:28]=[CH:27][CH:26]=3)[C@H:12]([O:31][CH2:32][C:33]3[CH:38]=[CH:37][CH:36]=[CH:35][CH:34]=3)[C@@H:11]([CH2:39][O:40][CH2:41][C:42]3[CH:47]=[CH:46][CH:45]=[CH:44][CH:43]=3)[O:10]2)=[C:6]([OH:8])[CH:7]=1.[Br:57]Br. The catalyst is C(O)(=O)C. The product is [Br:57][C:7]1[C:2]([Cl:1])=[C:3]([CH2:48][C:49]2[CH:54]=[CH:53][C:52]([CH2:55][CH3:56])=[CH:51][CH:50]=2)[CH:4]=[C:5]([CH:9]2[C@H:14]([O:15][CH2:16][C:17]3[CH:18]=[CH:19][CH:20]=[CH:21][CH:22]=3)[C@@H:13]([O:23][CH2:24][C:25]3[CH:30]=[CH:29][CH:28]=[CH:27][CH:26]=3)[C@H:12]([O:31][CH2:32][C:33]3[CH:38]=[CH:37][CH:36]=[CH:35][CH:34]=3)[C@@H:11]([CH2:39][O:40][CH2:41][C:42]3[CH:43]=[CH:44][CH:45]=[CH:46][CH:47]=3)[O:10]2)[C:6]=1[OH:8]. The yield is 0.900. (2) The reactants are [CH3:1][N:2]1[CH2:14][CH2:13][C:5]2[NH:6][C:7]3[CH:8]=[CH:9][CH:10]=[CH:11][C:12]=3[C:4]=2[CH2:3]1.CC(C)([O-])C.[K+].[CH3:21][O:22][C:23](=[O:30])[CH2:24][CH2:25][CH2:26][CH2:27][CH2:28]Br. The catalyst is CN(C=O)C.C(OCC)(=O)C.O.[I-].[K+]. The product is [CH3:21][O:22][C:23](=[O:30])[CH2:24][CH2:25][CH2:26][CH2:27][CH2:28][N:6]1[C:7]2[CH:8]=[CH:9][CH:10]=[CH:11][C:12]=2[C:4]2[CH2:3][N:2]([CH3:1])[CH2:14][CH2:13][C:5]1=2. The yield is 0.400. (3) The catalyst is O. The reactants are [Br:1][C:2]1[CH:7]=[CH:6][C:5]([C:8]([F:15])([F:14])[C:9]([O:11]CC)=[O:10])=[CH:4][CH:3]=1.O1CCCC1.CO.O.[OH-].[Li+]. The yield is 0.840. The product is [Br:1][C:2]1[CH:7]=[CH:6][C:5]([C:8]([F:14])([F:15])[C:9]([OH:11])=[O:10])=[CH:4][CH:3]=1. (4) The reactants are [NH:1]=[C:2]1[C:11]([C:12]#[N:13])=[C:10]([C:14]2[CH:19]=[CH:18][CH:17]=[C:16]([O:20][CH3:21])[CH:15]=2)[C:9]2[C:4](=[CH:5][C:6]([O:22][CH3:23])=[CH:7][CH:8]=2)[S:3]1.SC1C=C(OC)C=CC=1C(C1C=CC=C(OC)C=1)=O.C(#N)C[C:45]#[N:46].N1CCCCC1. The catalyst is C(O)C. The product is [NH:1]=[C:2]1[C:11]([C:45]#[N:46])([C:12]#[N:13])[CH:10]([C:14]2[CH:19]=[CH:18][CH:17]=[C:16]([O:20][CH3:21])[CH:15]=2)[C:9]2[C:4](=[CH:5][C:6]([O:22][CH3:23])=[CH:7][CH:8]=2)[S:3]1. The yield is 0.750. (5) The reactants are [C:1]([C:5]1[CH:13]=[CH:12][C:8]([C:9]([OH:11])=O)=[CH:7][CH:6]=1)([CH3:4])([CH3:3])[CH3:2].[NH2:14][C@@H:15]([CH2:20][C:21]1[CH:26]=[CH:25][C:24]([C:27]2[NH:28][CH:29]=[C:30]([C:32]3[CH:37]=[CH:36][C:35]([O:38][CH2:39][CH2:40][CH2:41][CH2:42][CH2:43][CH2:44][CH3:45])=[CH:34][CH:33]=3)[N:31]=2)=[CH:23][CH:22]=1)[C:16]([O:18][CH3:19])=[O:17].CN(C(ON1N=NC2C=CC=NC1=2)=[N+](C)C)C.F[P-](F)(F)(F)(F)F. The catalyst is CN(C=O)C.C(Cl)Cl. The product is [C:1]([C:5]1[CH:6]=[CH:7][C:8]([C:9]([NH:14][C@@H:15]([CH2:20][C:21]2[CH:22]=[CH:23][C:24]([C:27]3[NH:28][CH:29]=[C:30]([C:32]4[CH:33]=[CH:34][C:35]([O:38][CH2:39][CH2:40][CH2:41][CH2:42][CH2:43][CH2:44][CH3:45])=[CH:36][CH:37]=4)[N:31]=3)=[CH:25][CH:26]=2)[C:16]([O:18][CH3:19])=[O:17])=[O:11])=[CH:12][CH:13]=1)([CH3:2])([CH3:3])[CH3:4]. The yield is 0.170. (6) The reactants are [NH2:1][C@:2]12[CH2:37][CH2:36][C@@H:35]([C:38]([CH3:40])=[CH2:39])[C@@H:3]1[C@@H:4]1[C@@:17]([CH3:20])([CH2:18][CH2:19]2)[C@@:16]2([CH3:21])[C@@H:7]([C@:8]3([CH3:34])[C@@H:13]([CH2:14][CH2:15]2)[C:12]([CH3:23])([CH3:22])[C:11]([C:24]2[CH:33]=[CH:32][C:27]([C:28]([O:30][CH3:31])=[O:29])=[CH:26][CH:25]=2)=[CH:10][CH2:9]3)[CH2:6][CH2:5]1.C(N(CC)C(C)C)(C)C.CN(C(ON1N=NC2C=CC=NC1=2)=[N+](C)C)C.F[P-](F)(F)(F)(F)F.[C:74]([O:78][C:79]([NH:81][C:82]1([C:85](O)=[O:86])[CH2:84][CH2:83]1)=[O:80])([CH3:77])([CH3:76])[CH3:75]. The catalyst is C(Cl)Cl. The product is [C:74]([O:78][C:79]([NH:81][C:82]1([C:85]([NH:1][C@:2]23[CH2:37][CH2:36][C@@H:35]([C:38]([CH3:40])=[CH2:39])[C@@H:3]2[C@@H:4]2[C@@:17]([CH3:20])([CH2:18][CH2:19]3)[C@@:16]3([CH3:21])[C@@H:7]([C@:8]4([CH3:34])[C@@H:13]([CH2:14][CH2:15]3)[C:12]([CH3:22])([CH3:23])[C:11]([C:24]3[CH:25]=[CH:26][C:27]([C:28]([O:30][CH3:31])=[O:29])=[CH:32][CH:33]=3)=[CH:10][CH2:9]4)[CH2:6][CH2:5]2)=[O:86])[CH2:84][CH2:83]1)=[O:80])([CH3:77])([CH3:76])[CH3:75]. The yield is 0.556.